This data is from Forward reaction prediction with 1.9M reactions from USPTO patents (1976-2016). The task is: Predict the product of the given reaction. (1) Given the reactants [F-].[CH2:15]([N+]([CH2:15][CH2:16][CH2:17][CH3:18])([CH2:15][CH2:16][CH2:17][CH3:18])[CH2:15][CH2:16][CH2:17][CH3:18])[CH2:16][CH2:17][CH3:18].[C:19](=[O:22])(O)[O-].[Na+].[O:24]1C[CH2:27][CH2:26][CH2:25]1, predict the reaction product. The product is: [O:24]=[C:25]([C:18]1([CH:19]=[O:22])[CH2:17][CH2:16][CH2:15]1)[CH2:26][CH3:27]. (2) Given the reactants [CH3:1][C:2]1[CH:3]=C([CH:7]=[CH:8][C:9]=1[CH:10]1[CH2:13][O:12][CH2:11]1)C#N.[OH-:14].[Na+].[CH2:16]([OH:18])[CH3:17], predict the reaction product. The product is: [CH3:1][C:2]1[CH:3]=[C:17]([CH:7]=[CH:8][C:9]=1[CH:10]1[CH2:13][O:12][CH2:11]1)[C:16]([OH:14])=[O:18]. (3) Given the reactants Br[C:2]1[C:3]([CH:14]2[CH2:17][C:16]([F:19])([F:18])[CH2:15]2)=[CH:4][C:5]([O:12][CH3:13])=[C:6]([CH:11]=1)[C:7]([O:9][CH3:10])=[O:8].[CH:20]1(B(O)O)[CH2:22][CH2:21]1.C1(P(C2CCCCC2)C2C=CC=CC=2C2C(OC)=CC=CC=2OC)CCCCC1.C(=O)([O-])[O-].[Na+].[Na+], predict the reaction product. The product is: [CH:20]1([C:2]2[C:3]([CH:14]3[CH2:17][C:16]([F:19])([F:18])[CH2:15]3)=[CH:4][C:5]([O:12][CH3:13])=[C:6]([CH:11]=2)[C:7]([O:9][CH3:10])=[O:8])[CH2:22][CH2:21]1. (4) Given the reactants [F-].C([N+](CCCC)(CCCC)CCCC)CCC.[Si]([O:26][CH2:27][CH:28]([N:36]1[CH:41]=[CH:40][C:39]([C:42]2[C:47]([F:48])=[CH:46][N:45]=[C:44]([NH:49][CH:50]3[CH2:55][CH2:54][O:53][CH2:52][CH2:51]3)[N:43]=2)=[CH:38][C:37]1=[O:56])[C:29]1[CH:34]=[CH:33][CH:32]=[C:31]([Cl:35])[CH:30]=1)(C(C)(C)C)(C)C, predict the reaction product. The product is: [Cl:35][C:31]1[CH:30]=[C:29]([CH:28]([N:36]2[CH:41]=[CH:40][C:39]([C:42]3[C:47]([F:48])=[CH:46][N:45]=[C:44]([NH:49][CH:50]4[CH2:55][CH2:54][O:53][CH2:52][CH2:51]4)[N:43]=3)=[CH:38][C:37]2=[O:56])[CH2:27][OH:26])[CH:34]=[CH:33][CH:32]=1. (5) The product is: [Cl-:17].[CH:6](=[N+:1]1[CH2:5][CH2:4][CH2:3][CH2:2]1)[C:7]1[CH:12]=[CH:11][CH:10]=[CH:9][CH:8]=1. Given the reactants [NH:1]1[CH2:5][CH2:4][CH2:3][CH2:2]1.[CH:6](=O)[C:7]1[CH:12]=[CH:11][CH:10]=[CH:9][CH:8]=1.C([Cl:17])(=O)C, predict the reaction product. (6) The product is: [F:1][C:2]([F:10])([F:9])[C:3]([CH3:8])([CH3:7])[C:4]([N:19]([O:20][CH3:21])[CH3:18])=[O:5]. Given the reactants [F:1][C:2]([F:10])([F:9])[C:3]([CH3:8])([CH3:7])[C:4](O)=[O:5].C(Cl)(=O)C(Cl)=O.Cl.[CH3:18][NH:19][O:20][CH3:21].C(N(CC)C(C)C)(C)C, predict the reaction product. (7) Given the reactants C([N:8]1[CH2:13][CH2:12][CH:11]([C:14]2[C:22]3[C:17](=[CH:18][C:19]([C:23]([F:26])([F:25])[F:24])=[CH:20][CH:21]=3)[N:16]([CH3:27])[N:15]=2)[CH2:10][CH2:9]1)C1C=CC=CC=1.[Cl:28]C(OC(Cl)C)=O, predict the reaction product. The product is: [ClH:28].[CH3:27][N:16]1[C:17]2[C:22](=[CH:21][CH:20]=[C:19]([C:23]([F:24])([F:26])[F:25])[CH:18]=2)[C:14]([CH:11]2[CH2:12][CH2:13][NH:8][CH2:9][CH2:10]2)=[N:15]1.